Dataset: Full USPTO retrosynthesis dataset with 1.9M reactions from patents (1976-2016). Task: Predict the reactants needed to synthesize the given product. (1) Given the product [CH2:14]([N:21]([CH3:22])[C:2]1[CH:3]=[C:4]2[C:9](=[CH:10][CH:11]=1)[C:8](=[O:12])[NH:7][N:6]=[C:5]2[Cl:13])[C:15]1[CH:20]=[CH:19][CH:18]=[CH:17][CH:16]=1, predict the reactants needed to synthesize it. The reactants are: Br[C:2]1[CH:3]=[C:4]2[C:9](=[CH:10][CH:11]=1)[C:8](=[O:12])[NH:7][N:6]=[C:5]2[Cl:13].[CH2:14]([NH:21][CH3:22])[C:15]1[CH:20]=[CH:19][CH:18]=[CH:17][CH:16]=1.C1C=CC(P(C2C(C3C(P(C4C=CC=CC=4)C4C=CC=CC=4)=CC=C4C=3C=CC=C4)=C3C(C=CC=C3)=CC=2)C2C=CC=CC=2)=CC=1.CC([O-])(C)C.[Na+]. (2) Given the product [OH:49][CH:50]1[CH2:55][CH2:54][N:53]([C:30]([C:29]2[CH:33]=[CH:34][C:26]([I:25])=[CH:27][C:28]=2[NH:35][S:36]([C:39]2[C:40]3[N:41]=[CH:42][CH:43]=[N:44][C:45]=3[CH:46]=[CH:47][CH:48]=2)(=[O:38])=[O:37])=[O:31])[CH2:52][CH2:51]1, predict the reactants needed to synthesize it. The reactants are: CN(C(ON1N=NC2C=CC=NC1=2)=[N+](C)C)C.F[P-](F)(F)(F)(F)F.[I:25][C:26]1[CH:34]=[CH:33][C:29]([C:30](O)=[O:31])=[C:28]([NH:35][S:36]([C:39]2[C:40]3[N:41]=[CH:42][CH:43]=[N:44][C:45]=3[CH:46]=[CH:47][CH:48]=2)(=[O:38])=[O:37])[CH:27]=1.[OH:49][CH:50]1[CH2:55][CH2:54][NH:53][CH2:52][CH2:51]1. (3) Given the product [O:74]1[CH2:75][CH2:76][N:71]([C:23]2[CH:24]=[CH:25][C:26]([C:29]3[C:37]4[C:32](=[CH:33][CH:34]=[C:35]([NH2:38])[CH:36]=4)[NH:31][N:30]=3)=[CH:27][CH:28]=2)[CH2:72][CH2:73]1, predict the reactants needed to synthesize it. The reactants are: FC(F)(F)C(O)=O.FC(F)(F)C(O)=O.CN1CCC(O[C:23]2[CH:28]=[CH:27][C:26]([C:29]3[C:37]4[C:32](=[CH:33][CH:34]=[C:35]([NH2:38])[CH:36]=4)[NH:31][N:30]=3)=[CH:25][CH:24]=2)CC1.C(OC(=O)NC1C=C2C(=CC=1)NN=C2I)(C)(C)C.CC1(C)C(C)(C)OB(C2C=CC([N:71]3[CH2:76][CH2:75][O:74][CH2:73][CH2:72]3)=CC=2)O1. (4) Given the product [CH2:1]([O:8][C:9]([N:11]1[CH2:20][CH2:19][C:18]2[C:13](=[CH:14][CH:15]=[CH:16][CH:17]=2)[C@H:12]1[C:21]1[CH:26]=[C:25]([Cl:27])[CH:24]=[CH:23][C:22]=1[O:28][CH2:29][C:30](=[O:32])[NH:38][S:35]([C:34]([F:40])([F:39])[F:33])(=[O:37])=[O:36])=[O:10])[C:2]1[CH:7]=[CH:6][CH:5]=[CH:4][CH:3]=1, predict the reactants needed to synthesize it. The reactants are: [CH2:1]([O:8][C:9]([N:11]1[CH2:20][CH2:19][C:18]2[C:13](=[CH:14][CH:15]=[CH:16][CH:17]=2)[C@H:12]1[C:21]1[CH:26]=[C:25]([Cl:27])[CH:24]=[CH:23][C:22]=1[O:28][CH2:29][C:30]([OH:32])=O)=[O:10])[C:2]1[CH:7]=[CH:6][CH:5]=[CH:4][CH:3]=1.[F:33][C:34]([F:40])([F:39])[S:35]([NH2:38])(=[O:37])=[O:36].CN(C(ON1N=NC2C=CC=NC1=2)=[N+](C)C)C.F[P-](F)(F)(F)(F)F.CCN(C(C)C)C(C)C. (5) Given the product [Br:22][C:15]1[C:16]([C:18]([O:20][CH3:21])=[O:19])=[N:17][C:12]([NH:11][C@@H:3]2[C:4]3[C:9](=[CH:8][CH:7]=[CH:6][CH:5]=3)[CH2:10][C@@H:2]2[OH:1])=[CH:13][N:14]=1, predict the reactants needed to synthesize it. The reactants are: [OH:1][C@H:2]1[CH2:10][C:9]2[C:4](=[CH:5][CH:6]=[CH:7][CH:8]=2)[C@H:3]1[NH:11][C:12]1[N:17]=[C:16]([C:18]([O:20][CH3:21])=[O:19])[CH:15]=[N:14][CH:13]=1.[Br:22]N1C(=O)CCC1=O. (6) Given the product [F:1][C:2]1[CH:3]=[CH:4][CH:5]=[C:6]2[C:10]=1[NH:9][CH:8]=[C:7]2[CH3:11], predict the reactants needed to synthesize it. The reactants are: [F:1][C:2]1[CH:3]=[CH:4][CH:5]=[C:6]2[C:10]=1[NH:9][CH:8]=[C:7]2[CH:11]=O.[H-].[Al+3].[Li+].[H-].[H-].[H-]. (7) The reactants are: [F:1][C:2]1[CH:22]=[CH:21][CH:20]=[CH:19][C:3]=1[CH2:4][O:5][C:6]1[C:7]([N+:16]([O-])=O)=[N:8][CH:9]=[C:10]([CH:15]=1)[C:11]([O:13][CH3:14])=[O:12].C(O)C.O.[Cl-].[NH4+]. Given the product [NH2:16][C:7]1[C:6]([O:5][CH2:4][C:3]2[CH:19]=[CH:20][CH:21]=[CH:22][C:2]=2[F:1])=[CH:15][C:10]([C:11]([O:13][CH3:14])=[O:12])=[CH:9][N:8]=1, predict the reactants needed to synthesize it.